The task is: Binary Classification. Given a T-cell receptor sequence (or CDR3 region) and an epitope sequence, predict whether binding occurs between them.. This data is from TCR-epitope binding with 47,182 pairs between 192 epitopes and 23,139 TCRs. (1) The epitope is EIYKRWII. The TCR CDR3 sequence is CASSPRGRTEAFF. Result: 0 (the TCR does not bind to the epitope). (2) The epitope is VLWAHGFEL. The TCR CDR3 sequence is CASTDAHEDRRKLFF. Result: 1 (the TCR binds to the epitope). (3) The epitope is NLVPMVATV. The TCR CDR3 sequence is CASSEGNRGETQYF. Result: 1 (the TCR binds to the epitope). (4) The epitope is LLWNGPMAV. The TCR CDR3 sequence is CASSSSGTAYGYTF. Result: 1 (the TCR binds to the epitope).